The task is: Predict the reactants needed to synthesize the given product.. This data is from Full USPTO retrosynthesis dataset with 1.9M reactions from patents (1976-2016). (1) Given the product [C:1]([O:5][C:6](=[O:20])[NH:7][CH2:8][CH2:9][N:10]1[C:18]2[C:17]([NH:25][C:24]3[CH:26]=[CH:27][C:28]([O:29][C:30]4[CH:35]=[CH:34][CH:33]=[C:32](/[CH:36]=[CH:37]/[CH:38]([CH3:39])[CH3:40])[CH:31]=4)=[C:22]([CH3:21])[CH:23]=3)=[N:16][CH:15]=[N:14][C:13]=2[CH:12]=[CH:11]1)([CH3:4])([CH3:3])[CH3:2], predict the reactants needed to synthesize it. The reactants are: [C:1]([O:5][C:6](=[O:20])[NH:7][CH2:8][CH2:9][N:10]1[C:18]2[C:17](Cl)=[N:16][CH:15]=[N:14][C:13]=2[CH:12]=[CH:11]1)([CH3:4])([CH3:3])[CH3:2].[CH3:21][C:22]1[CH:23]=[C:24]([CH:26]=[CH:27][C:28]=1[O:29][C:30]1[CH:35]=[CH:34][CH:33]=[C:32](/[CH:36]=[CH:37]/[CH:38]([CH3:40])[CH3:39])[CH:31]=1)[NH2:25].C(=O)([O-])O.[Na+]. (2) Given the product [C:16]([O:20][C:21](=[O:22])[NH:1][C:2]1[CH:3]=[CH:4][C:5]2[C:11]([CH3:12])([CH3:13])[CH2:10][CH2:9][C:8](=[O:14])[NH:7][C:6]=2[CH:15]=1)([CH3:19])([CH3:18])[CH3:17], predict the reactants needed to synthesize it. The reactants are: [NH2:1][C:2]1[CH:3]=[CH:4][C:5]2[C:11]([CH3:13])([CH3:12])[CH2:10][CH2:9][C:8](=[O:14])[NH:7][C:6]=2[CH:15]=1.[C:16]([O:20][C:21](O[C:21]([O:20][C:16]([CH3:19])([CH3:18])[CH3:17])=[O:22])=[O:22])([CH3:19])([CH3:18])[CH3:17].CN(C=O)C. (3) Given the product [C:1]([O:5][C:6]([N:8]1[CH2:12][C@@H:11]([N:13]([CH2:21][C:22]2[CH:27]=[C:26]([C:28]([F:31])([F:30])[F:29])[CH:25]=[C:24]([C:32]([F:35])([F:34])[F:33])[CH:23]=2)[C:14]2[N:19]=[CH:18][C:17](/[CH:69]=[CH:68]/[C:67]([O:71][CH3:72])=[O:70])=[CH:16][N:15]=2)[CH2:10][C@H:9]1[CH2:36][CH3:37])=[O:7])([CH3:4])([CH3:3])[CH3:2], predict the reactants needed to synthesize it. The reactants are: [C:1]([O:5][C:6]([N:8]1[CH2:12][C@@H:11]([N:13]([CH2:21][C:22]2[CH:27]=[C:26]([C:28]([F:31])([F:30])[F:29])[CH:25]=[C:24]([C:32]([F:35])([F:34])[F:33])[CH:23]=2)[C:14]2[N:19]=[CH:18][C:17](Br)=[CH:16][N:15]=2)[CH2:10][C@H:9]1[CH2:36][CH3:37])=[O:7])([CH3:4])([CH3:3])[CH3:2].C1(C)C=CC=CC=1P(C1C=CC=CC=1C)C1C=CC=CC=1C.C(N(CC)CC)C.[C:67]([O:71][CH3:72])(=[O:70])[CH:68]=[CH2:69]. (4) The reactants are: [Cl:1][C:2]1[CH:7]=[CH:6][C:5]([C:8](=[O:18])[NH:9][CH2:10][C:11]2[CH:16]=[CH:15][CH:14]=[C:13]([Cl:17])[CH:12]=2)=[CH:4][C:3]=1[NH:19][C:20]([C:22]1[C:35](=[O:36])[NH:34][C:25]2[N:26]=[C:27](S(C)(=O)=O)[N:28]=[CH:29][C:24]=2[CH:23]=1)=[O:21].[N:37]1([C:43](=[O:45])[CH3:44])[CH2:42][CH2:41][NH:40][CH2:39][CH2:38]1.CN(C)C=O. Given the product [C:43]([N:37]1[CH2:42][CH2:41][N:40]([C:27]2[N:28]=[CH:29][C:24]3[CH:23]=[C:22]([C:20]([NH:19][C:3]4[CH:4]=[C:5]([C:8](=[O:18])[NH:9][CH2:10][C:11]5[CH:16]=[CH:15][CH:14]=[C:13]([Cl:17])[CH:12]=5)[CH:6]=[CH:7][C:2]=4[Cl:1])=[O:21])[C:35](=[O:36])[NH:34][C:25]=3[N:26]=2)[CH2:39][CH2:38]1)(=[O:45])[CH3:44], predict the reactants needed to synthesize it.